This data is from Forward reaction prediction with 1.9M reactions from USPTO patents (1976-2016). The task is: Predict the product of the given reaction. (1) The product is: [CH2:19]([N:1]1[CH:5]=[C:4]([C:6]2[CH:14]=[C:13]3[C:9]([C:10]([CH3:18])([CH3:17])[C:11](=[O:16])[N:12]3[CH3:15])=[CH:8][CH:7]=2)[N:3]=[CH:2]1)[CH3:20]. Given the reactants [NH:1]1[CH:5]=[C:4]([C:6]2[CH:14]=[C:13]3[C:9]([C:10]([CH3:18])([CH3:17])[C:11](=[O:16])[N:12]3[CH3:15])=[CH:8][CH:7]=2)[N:3]=[CH:2]1.[CH2:19](Br)[CH3:20], predict the reaction product. (2) Given the reactants [N:1]1([C:7]2[N:15]=[C:14]([C:16]3[CH:17]=[C:18]([CH2:22][OH:23])[CH:19]=[CH:20][CH:21]=3)[N:13]=[C:12]3[C:8]=2[N:9]=[CH:10][N:11]3[CH:24]2[CH2:29][CH2:28][NH:27][CH2:26][CH2:25]2)[CH2:6][CH2:5][O:4][CH2:3][CH2:2]1.[BH3-]C#N.[Na+].[CH3:34][C:35]1[S:39][C:38]([CH:40]=O)=[CH:37][CH:36]=1, predict the reaction product. The product is: [CH3:40][C:38]1[S:39][C:35]([CH2:34][N:27]2[CH2:28][CH2:29][CH:24]([N:11]3[CH:10]=[N:9][C:8]4[C:12]3=[N:13][C:14]([C:16]3[CH:17]=[C:18]([CH2:22][OH:23])[CH:19]=[CH:20][CH:21]=3)=[N:15][C:7]=4[N:1]3[CH2:6][CH2:5][O:4][CH2:3][CH2:2]3)[CH2:25][CH2:26]2)=[CH:36][CH:37]=1. (3) Given the reactants [NH2:1][C:2]1[C:3]2[C:10]([C:11]3[CH:16]=[CH:15][CH:14]=[C:13]([O:17][CH2:18][C:19]4[CH:24]=[CH:23][CH:22]=[CH:21][CH:20]=4)[CH:12]=3)=[CH:9][N:8]([C@@H:25]3[CH2:28][C@H:27]([CH2:29]O)[CH2:26]3)[C:4]=2[N:5]=[CH:6][N:7]=1.C1(P(C2C=CC=CC=2)C2C=CC=CC=2)C=CC=CC=1.[C:50]1(=[O:60])[NH:54][C:53](=[O:55])[C:52]2=[CH:56][CH:57]=[CH:58][CH:59]=[C:51]12.N(C(OCC)=O)=NC(OCC)=O, predict the reaction product. The product is: [NH2:1][C:2]1[C:3]2[C:10]([C:11]3[CH:16]=[CH:15][CH:14]=[C:13]([O:17][CH2:18][C:19]4[CH:20]=[CH:21][CH:22]=[CH:23][CH:24]=4)[CH:12]=3)=[CH:9][N:8]([C@@H:25]3[CH2:26][C@H:27]([CH2:29][N:54]4[C:50](=[O:60])[C:51]5[C:52](=[CH:56][CH:57]=[CH:58][CH:59]=5)[C:53]4=[O:55])[CH2:28]3)[C:4]=2[N:5]=[CH:6][N:7]=1. (4) Given the reactants [C:1](OC(=O)C)(=[O:3])[CH3:2].N1C=CC=CC=1.[CH2:14]([O:16][C:17](=[O:27])/[CH:18]=[C:19](\[NH2:26])/[CH2:20][C@H:21]([CH3:25])/[CH:22]=[CH:23]/[CH3:24])[CH3:15], predict the reaction product. The product is: [CH2:14]([O:16][C:17](=[O:27])/[CH:18]=[C:19](\[NH:26][C:1](=[O:3])[CH3:2])/[CH2:20][C@H:21]([CH3:25])/[CH:22]=[CH:23]/[CH3:24])[CH3:15]. (5) Given the reactants [Cl:1][C:2]1[CH:7]=[CH:6][C:5]([C:8]2[CH:9]=[N:10][CH:11]=[C:12]3[C:17]=2[N:16]=[C:15]([C:18]([OH:20])=O)[CH:14]=[CH:13]3)=[CH:4][CH:3]=1.C(N(CC)C(C)C)(C)C.F[P-](F)(F)(F)(F)F.N1(OC(N(C)C)=[N+](C)C)C2N=CC=CC=2N=N1.[CH3:54][C:55]([CH3:59])([CH3:58])[CH2:56][NH2:57], predict the reaction product. The product is: [Cl:1][C:2]1[CH:3]=[CH:4][C:5]([C:8]2[CH:9]=[N:10][CH:11]=[C:12]3[C:17]=2[N:16]=[C:15]([C:18]([NH:57][CH2:56][C:55]([CH3:59])([CH3:58])[CH3:54])=[O:20])[CH:14]=[CH:13]3)=[CH:6][CH:7]=1. (6) Given the reactants [Sn](Cl)Cl.[Br:4][C:5]1[CH:14]=[CH:13][C:8]([NH:9][CH:10]([CH3:12])[CH3:11])=[C:7]([N+:15]([O-])=O)[CH:6]=1.[OH-].[Na+], predict the reaction product. The product is: [Br:4][C:5]1[CH:6]=[C:7]([NH2:15])[C:8]([NH:9][CH:10]([CH3:11])[CH3:12])=[CH:13][CH:14]=1. (7) Given the reactants [N+:1]([C:4]1[CH:9]=[CH:8][CH:7]=[CH:6][C:5]=1[C:10]1[S:11][CH:12]=[CH:13][CH:14]=1)([O-:3])=[O:2].[I:15]N1C(=O)CCC1=O.C(O)(=O)C, predict the reaction product. The product is: [I:15][C:12]1[S:11][C:10]([C:5]2[CH:6]=[CH:7][CH:8]=[CH:9][C:4]=2[N+:1]([O-:3])=[O:2])=[CH:14][CH:13]=1. (8) Given the reactants [C:1]([C:3]1[CH:4]=[C:5]([C:13]2[S:17][C:16]([C:18]3[C:19]([CH3:36])=[C:20]4[C:25](=[CH:26][CH:27]=3)[CH2:24][N:23]([CH2:28][CH2:29][CH2:30][C:31]([O:33]CC)=[O:32])[CH2:22][CH2:21]4)=[N:15][N:14]=2)[CH:6]=[CH:7][C:8]=1[O:9][CH:10]([CH3:12])[CH3:11])#[N:2].[OH-].[Na+:38], predict the reaction product. The product is: [Na+:38].[C:1]([C:3]1[CH:4]=[C:5]([C:13]2[S:17][C:16]([C:18]3[C:19]([CH3:36])=[C:20]4[C:25](=[CH:26][CH:27]=3)[CH2:24][N:23]([CH2:28][CH2:29][CH2:30][C:31]([O-:33])=[O:32])[CH2:22][CH2:21]4)=[N:15][N:14]=2)[CH:6]=[CH:7][C:8]=1[O:9][CH:10]([CH3:12])[CH3:11])#[N:2]. (9) Given the reactants [Br:1][CH2:2][CH2:3]Br.C([O-])([O-])=O.[Cs+].[Cs+].[OH:11][C:12]1[CH:21]=[CH:20][C:15]([C:16]([O:18][CH3:19])=[O:17])=[CH:14][CH:13]=1, predict the reaction product. The product is: [Br:1][CH2:2][CH2:3][O:11][C:12]1[CH:13]=[CH:14][C:15]([C:16]([O:18][CH3:19])=[O:17])=[CH:20][CH:21]=1.